This data is from Peptide-MHC class I binding affinity with 185,985 pairs from IEDB/IMGT. The task is: Regression. Given a peptide amino acid sequence and an MHC pseudo amino acid sequence, predict their binding affinity value. This is MHC class I binding data. (1) The peptide sequence is IFKNLTKPL. The MHC is HLA-A26:01 with pseudo-sequence HLA-A26:01. The binding affinity (normalized) is 0.0847. (2) The peptide sequence is FLFILLLCLI. The MHC is HLA-A02:01 with pseudo-sequence HLA-A02:01. The binding affinity (normalized) is 0.547. (3) The peptide sequence is AMYAPYGPF. The MHC is BoLA-AW10 with pseudo-sequence BoLA-AW10. The binding affinity (normalized) is 0.0641. (4) The peptide sequence is SAMVYSSDDI. The MHC is H-2-Dd with pseudo-sequence H-2-Dd. The binding affinity (normalized) is 0.178.